This data is from Peptide-MHC class I binding affinity with 185,985 pairs from IEDB/IMGT. The task is: Regression. Given a peptide amino acid sequence and an MHC pseudo amino acid sequence, predict their binding affinity value. This is MHC class I binding data. (1) The peptide sequence is TTILGLLPM. The MHC is HLA-A03:01 with pseudo-sequence HLA-A03:01. The binding affinity (normalized) is 0.0847. (2) The peptide sequence is LPFEKSTIM. The MHC is HLA-B07:02 with pseudo-sequence HLA-B07:02. The binding affinity (normalized) is 0.523. (3) The peptide sequence is RAAHRRQSV. The MHC is HLA-A69:01 with pseudo-sequence HLA-A69:01. The binding affinity (normalized) is 0.0847. (4) The peptide sequence is KDGPKLKQWPL. The MHC is Mamu-A11 with pseudo-sequence Mamu-A11. The binding affinity (normalized) is 0.161. (5) The peptide sequence is ERTLHLVEL. The MHC is HLA-B14:01 with pseudo-sequence HLA-B14:02. The binding affinity (normalized) is 0.700.